From a dataset of Full USPTO retrosynthesis dataset with 1.9M reactions from patents (1976-2016). Predict the reactants needed to synthesize the given product. (1) Given the product [C:1]([O:5][C:6]([CH:7]1[CH:26]([C:27]2[CH:32]=[CH:31][CH:30]=[C:29]([Cl:33])[CH:28]=2)[C:23]([C:20]2[CH:21]=[CH:22][C:17]([Cl:16])=[CH:18][C:19]=2[F:34])([C:24]#[N:25])[CH:9]([CH2:10][C:11]([CH3:14])([CH3:13])[CH3:12])[NH:8]1)=[O:15])([CH3:4])([CH3:3])[CH3:2], predict the reactants needed to synthesize it. The reactants are: [C:1]([O:5][C:6](=[O:15])[CH2:7]/[N:8]=[CH:9]/[CH2:10][C:11]([CH3:14])([CH3:13])[CH3:12])([CH3:4])([CH3:3])[CH3:2].[Cl:16][C:17]1[CH:22]=[CH:21][C:20](/[C:23](=[CH:26]/[C:27]2[CH:32]=[CH:31][CH:30]=[C:29]([Cl:33])[CH:28]=2)/[C:24]#[N:25])=[C:19]([F:34])[CH:18]=1.C(N(CC)CC)C. (2) Given the product [CH3:18][C:17]1[CH:19]=[CH:20][C:14]([S:11]([O:10][CH2:9][CH2:8][O:7][CH:1]2[CH2:6][CH2:5][CH2:4][CH:3]=[CH:2]2)(=[O:13])=[O:12])=[CH:15][CH:16]=1, predict the reactants needed to synthesize it. The reactants are: [CH:1]1([O:7][CH2:8][CH2:9][OH:10])[CH2:6][CH2:5][CH2:4][CH:3]=[CH:2]1.[S:11](Cl)([C:14]1[CH:20]=[CH:19][C:17]([CH3:18])=[CH:16][CH:15]=1)(=[O:13])=[O:12].O. (3) Given the product [NH2:8][C:5]1[N:4]=[CH:3][C:2]([C:25]2[CH:24]=[CH:23][C:22]([N:18]3[C@@H:17]([C:37]4[CH:38]=[CH:39][CH:40]=[CH:41][CH:42]=4)[C:16]([CH3:15])([CH3:43])[O:20][C:19]3=[O:21])=[CH:27][CH:26]=2)=[CH:7][N:6]=1, predict the reactants needed to synthesize it. The reactants are: I[C:2]1[CH:3]=[N:4][C:5]([NH2:8])=[N:6][CH:7]=1.C(=O)([O-])[O-].[Na+].[Na+].[CH3:15][C:16]1([CH3:43])[O:20][C:19](=[O:21])[N:18]([C:22]2[CH:27]=[CH:26][C:25](B3OC(C)(C)C(C)(C)O3)=[CH:24][CH:23]=2)[C@H:17]1[C:37]1[CH:42]=[CH:41][CH:40]=[CH:39][CH:38]=1. (4) Given the product [CH3:12][C@H:13]1[NH:14][CH2:15][CH2:16][N:17]([C:8]2[CH:9]=[CH:10][C:5]([S:2]([CH3:1])(=[O:4])=[O:3])=[CH:6][CH:7]=2)[CH2:18]1, predict the reactants needed to synthesize it. The reactants are: [CH3:1][S:2]([C:5]1[CH:10]=[CH:9][C:8](F)=[CH:7][CH:6]=1)(=[O:4])=[O:3].[CH3:12][C@@H:13]1[CH2:18][NH:17][CH2:16][CH2:15][NH:14]1.C([O-])([O-])=O.[K+].[K+]. (5) The reactants are: F[C:2]1[CH:3]=[C:4]2[C:8](=[CH:9][CH:10]=1)[N:7](CCCCCCCC)[CH:6]=[C:5]2CN(C)C.F[C:24]1[CH:25]=[C:26]2[C:30](=[CH:31][CH:32]=1)N(CCCCCCCC)C=[C:27]2CN1CCCCC1.C([O-])([O-])=O.[K+].[K+]. Given the product [C:26]1([CH3:27])[CH:30]=[CH:31][CH:32]=[C:24]([C:2]2[CH:3]=[C:4]3[C:8](=[CH:9][CH:10]=2)[NH:7][CH:6]=[CH:5]3)[CH:25]=1, predict the reactants needed to synthesize it. (6) Given the product [C:8]([C:5]1[N:4]=[C:3]([C:12]([OH:14])=[O:13])[CH:2]=[CH:7][N:6]=1)([CH3:11])([CH3:9])[CH3:10], predict the reactants needed to synthesize it. The reactants are: Br[C:2]1[C:3]([C:12]([OH:14])=[O:13])=[N:4][C:5]([C:8]([CH3:11])([CH3:10])[CH3:9])=[N:6][CH:7]=1.[OH-].[Na+]. (7) Given the product [CH3:1][O:2][C:3]1[N:8]=[C:7]2[CH:9]=[CH:10][NH:11][C:6]2=[CH:5][C:4]=1[B:22]([OH:25])[OH:23], predict the reactants needed to synthesize it. The reactants are: [CH3:1][O:2][C:3]1[N:8]=[C:7]2[CH:9]=[CH:10][N:11]([Si](C(C)C)(C(C)C)C(C)C)[C:6]2=[CH:5][C:4]=1[B:22]([OH:25])[O:23]C.Cl.